From a dataset of Forward reaction prediction with 1.9M reactions from USPTO patents (1976-2016). Predict the product of the given reaction. (1) Given the reactants [Cl:1][C:2]1[CH:7]=[C:6]([Cl:8])[CH:5]=[CH:4][C:3]=1/[C:9](/[NH:16][C:17](=[O:23])OCCCC)=[N:10]/[N:11]1[CH:15]=[N:14][N:13]=[CH:12]1, predict the reaction product. The product is: [Cl:1][C:2]1[CH:7]=[C:6]([Cl:8])[CH:5]=[CH:4][C:3]=1[C:9]1[NH:16][C:17](=[O:23])[C:12]2=[N:13][N:14]=[CH:15][N:11]2[N:10]=1. (2) Given the reactants [O:1]=[C:2]1[C:7]([C:8]([OH:10])=O)=[CH:6][CH:5]=[CH:4][N:3]1[CH2:11][C:12]1[CH:17]=[CH:16][C:15]([C:18]([F:21])([F:20])[F:19])=[CH:14][CH:13]=1.Cl.[NH2:23][C@@H:24]([CH2:29][CH2:30][CH2:31][NH:32][C:33]([O:35][C:36]([CH3:39])([CH3:38])[CH3:37])=[O:34])[C:25]([O:27][CH3:28])=[O:26].CN(C(ON1N=NC2C=CC=CC1=2)=[N+](C)C)C.F[P-](F)(F)(F)(F)F, predict the reaction product. The product is: [C:36]([O:35][C:33]([NH:32][CH2:31][CH2:30][CH2:29][C@H:24]([NH:23][C:8]([C:7]1[C:2](=[O:1])[N:3]([CH2:11][C:12]2[CH:17]=[CH:16][C:15]([C:18]([F:19])([F:21])[F:20])=[CH:14][CH:13]=2)[CH:4]=[CH:5][CH:6]=1)=[O:10])[C:25]([O:27][CH3:28])=[O:26])=[O:34])([CH3:38])([CH3:39])[CH3:37].